Dataset: Catalyst prediction with 721,799 reactions and 888 catalyst types from USPTO. Task: Predict which catalyst facilitates the given reaction. (1) Reactant: [H-].[H-].[H-].[H-].[Li+].[Al+3].C([O:9][C:10]([CH2:12][N:13]1[CH2:22][CH2:21][C:20]2[C:15](=[CH:16][CH:17]=[CH:18][CH:19]=2)[CH2:14]1)=O)C. Product: [OH:9][CH2:10][CH2:12][N:13]1[CH2:22][CH2:21][C:20]2[C:15](=[CH:16][CH:17]=[CH:18][CH:19]=2)[CH2:14]1. The catalyst class is: 1. (2) Reactant: [N:1]1[C:10]2[N:9]3[CH2:11][CH2:12][O:13][CH2:14][CH:8]3[CH2:7][NH:6][C:5]=2[CH:4]=[N:3][C:2]=1[C:15]1[C:23]2[C:18](=[C:19]([O:24][CH3:25])[CH:20]=[CH:21][CH:22]=2)[N:17](C(OC(C)(C)C)=O)[CH:16]=1.[C:33]([OH:39])([C:35]([F:38])([F:37])[F:36])=[O:34]. Product: [C:33]([OH:39])([C:35]([F:38])([F:37])[F:36])=[O:34].[CH3:25][O:24][C:19]1[CH:20]=[CH:21][CH:22]=[C:23]2[C:18]=1[NH:17][CH:16]=[C:15]2[C:2]1[N:3]=[CH:4][C:5]2[NH:6][CH2:7][CH:8]3[CH2:14][O:13][CH2:12][CH2:11][N:9]3[C:10]=2[N:1]=1. The catalyst class is: 2. (3) Reactant: [CH2:1]([O:8][C:9](=[O:48])[NH:10][C@H:11]([C:13](=[O:47])[NH:14][C@H:15]([C:24](=[O:46])[NH:25][C@@H:26]([CH2:39][C:40]1[CH:45]=[CH:44][CH:43]=[CH:42][CH:41]=1)[CH:27]([C:29](=[O:38])[NH:30][CH2:31][C:32]1[CH:37]=[CH:36][CH:35]=[CH:34][CH:33]=1)[OH:28])[CH2:16][C:17]1[CH:22]=[CH:21][C:20]([Cl:23])=[CH:19][CH:18]=1)[CH3:12])[C:2]1[CH:7]=[CH:6][CH:5]=[CH:4][CH:3]=1.CC(OI1(OC(C)=O)(OC(C)=O)OC(=O)C2C=CC=CC1=2)=O. Product: [CH2:1]([O:8][C:9](=[O:48])[NH:10][C@H:11]([C:13](=[O:47])[NH:14][C@H:15]([C:24](=[O:46])[NH:25][C@@H:26]([CH2:39][C:40]1[CH:41]=[CH:42][CH:43]=[CH:44][CH:45]=1)[C:27]([C:29](=[O:38])[NH:30][CH2:31][C:32]1[CH:33]=[CH:34][CH:35]=[CH:36][CH:37]=1)=[O:28])[CH2:16][C:17]1[CH:22]=[CH:21][C:20]([Cl:23])=[CH:19][CH:18]=1)[CH3:12])[C:2]1[CH:3]=[CH:4][CH:5]=[CH:6][CH:7]=1. The catalyst class is: 4.